This data is from Forward reaction prediction with 1.9M reactions from USPTO patents (1976-2016). The task is: Predict the product of the given reaction. (1) Given the reactants FC(F)(F)C(O)=O.[CH2:8]([C:10]1[CH:15]=[CH:14][C:13]([CH:16]2[CH2:21][N:20]([C:22]([N:24]3[CH2:28][CH2:27][CH2:26][CH2:25]3)=[O:23])[CH2:19][CH:18]([NH2:29])[CH2:17]2)=[CH:12][CH:11]=1)[CH3:9].[F:30][C:31]1[CH:32]=[C:33]([C:37]2[CH:38]=[CH:39][C:40]([C:43](O)=[O:44])=[N:41][CH:42]=2)[CH:34]=[CH:35][CH:36]=1, predict the reaction product. The product is: [CH2:8]([C:10]1[CH:11]=[CH:12][C:13]([CH:16]2[CH2:21][N:20]([C:22]([N:24]3[CH2:25][CH2:26][CH2:27][CH2:28]3)=[O:23])[CH2:19][CH:18]([NH:29][C:43]([C:40]3[CH:39]=[CH:38][C:37]([C:33]4[CH:34]=[CH:35][CH:36]=[C:31]([F:30])[CH:32]=4)=[CH:42][N:41]=3)=[O:44])[CH2:17]2)=[CH:14][CH:15]=1)[CH3:9]. (2) Given the reactants [Cl-].[Al+3].[Cl-].[Cl-].[C:5]1([CH3:11])[CH:10]=[CH:9][CH:8]=[CH:7][CH:6]=1.[C:12](OC(=O)C)(=[O:14])[CH3:13], predict the reaction product. The product is: [C:5]1([CH3:11])[CH:10]=[CH:9][C:8]([C:12](=[O:14])[CH3:13])=[CH:7][CH:6]=1. (3) The product is: [CH2:30]([N:25]1[CH2:24][CH2:23][C:22]2[C:27](=[CH:28][CH:29]=[C:20]([C:18]([N:16]3[CH2:17][CH:14]([N:11]4[CH2:12][CH2:13][N:8]([C:6]([C:2]5[S:1][CH:5]=[CH:4][N:3]=5)=[O:7])[CH2:9][CH2:10]4)[CH2:15]3)=[O:19])[CH:21]=2)[CH2:26]1)[C:31]1[CH:36]=[CH:35][CH:34]=[CH:33][CH:32]=1. Given the reactants [S:1]1[CH:5]=[CH:4][N:3]=[C:2]1[C:6]([N:8]1[CH2:13][CH2:12][N:11]([CH:14]2[CH2:17][N:16]([C:18]([C:20]3[CH:21]=[C:22]4[C:27](=[CH:28][CH:29]=3)[CH2:26][NH:25][CH2:24][CH2:23]4)=[O:19])[CH2:15]2)[CH2:10][CH2:9]1)=[O:7].[CH:30](=O)[C:31]1[CH:36]=[CH:35][CH:34]=[CH:33][CH:32]=1.C(O[BH-](OC(=O)C)OC(=O)C)(=O)C.[Na+].[OH-].[Na+], predict the reaction product. (4) Given the reactants Cl.[NH2:2][C:3]1([CH2:6][C:7]([OH:9])=[O:8])[CH2:5][CH2:4]1.[CH3:10][C:11]([O:14][C:15](O[C:15]([O:14][C:11]([CH3:13])([CH3:12])[CH3:10])=[O:16])=[O:16])([CH3:13])[CH3:12], predict the reaction product. The product is: [C:11]([O:14][C:15]([NH:2][C:3]1([CH2:6][C:7]([OH:9])=[O:8])[CH2:5][CH2:4]1)=[O:16])([CH3:13])([CH3:12])[CH3:10]. (5) Given the reactants [CH3:1][O:2][C:3]1[CH:12]=[C:11]2[C:6]([N:7]=[CH:8][C:9](=[O:13])[NH:10]2)=[CH:5][CH:4]=1.CS(O[CH2:19][CH2:20][N:21]1[CH2:26][CH2:25][C@@H:24]([NH:27][C:28]([O:30][C:31]([CH3:34])([CH3:33])[CH3:32])=[O:29])[C@H:23]([O:35][Si:36]([C:39]([CH3:42])([CH3:41])[CH3:40])([CH3:38])[CH3:37])[CH2:22]1)(=O)=O.[H-].[Na+], predict the reaction product. The product is: [Si:36]([O:35][C@H:23]1[C@H:24]([NH:27][C:28](=[O:29])[O:30][C:31]([CH3:34])([CH3:33])[CH3:32])[CH2:25][CH2:26][N:21]([CH2:20][CH2:19][N:10]2[C:11]3[C:6](=[CH:5][CH:4]=[C:3]([O:2][CH3:1])[CH:12]=3)[N:7]=[CH:8][C:9]2=[O:13])[CH2:22]1)([C:39]([CH3:42])([CH3:41])[CH3:40])([CH3:38])[CH3:37]. (6) Given the reactants [C:1]([NH:9][NH:10][C:11]([CH:13]1[CH2:18][CH2:17][N:16]([C:19]([O:21][C:22]([CH3:25])([CH3:24])[CH3:23])=[O:20])[CH2:15][CH2:14]1)=[O:12])(=O)[C:2]1[CH:7]=[CH:6][CH:5]=[CH:4][CH:3]=1.C1COCC1.C1(C)C(S(Cl)(=O)=O)=CC=CC=1, predict the reaction product. The product is: [C:2]1([C:1]2[O:12][C:11]([CH:13]3[CH2:18][CH2:17][N:16]([C:19]([O:21][C:22]([CH3:25])([CH3:24])[CH3:23])=[O:20])[CH2:15][CH2:14]3)=[N:10][N:9]=2)[CH:7]=[CH:6][CH:5]=[CH:4][CH:3]=1. (7) Given the reactants [H-].[Na+].[CH3:3][C:4]([N:7]([C:11]1[S:12][C:13]2[CH:19]=[C:18]([S:20][C:21]3[N:25]4[N:26]=[C:27]([C:30]5[CH:35]=[CH:34][C:33]([F:36])=[CH:32][CH:31]=5)[CH:28]=[CH:29][C:24]4=[N:23][N:22]=3)[CH:17]=[CH:16][C:14]=2[N:15]=1)C(=O)[O-])(C)C.[CH3:37][O:38]CCCl.C1(C)C=CC=CC=1, predict the reaction product. The product is: [F:36][C:33]1[CH:34]=[CH:35][C:30]([C:27]2[CH:28]=[CH:29][C:24]3[N:25]([C:21]([S:20][C:18]4[CH:17]=[CH:16][C:14]5[N:15]=[C:11]([NH:7][CH2:4][CH2:3][O:38][CH3:37])[S:12][C:13]=5[CH:19]=4)=[N:22][N:23]=3)[N:26]=2)=[CH:31][CH:32]=1.